Dataset: Forward reaction prediction with 1.9M reactions from USPTO patents (1976-2016). Task: Predict the product of the given reaction. (1) Given the reactants [O:1]=[C:2]1[CH2:6][S:5][CH2:4][CH:3]1[CH2:7][C:8]1[CH:13]=[CH:12][C:11]([CH:14]([CH3:18])[C:15]([OH:17])=[S:16])=[CH:10][CH:9]=1.[BH4-].[Na+].S(=O)(=O)(O)O, predict the reaction product. The product is: [OH:1][CH:2]1[CH2:6][S:5][CH2:4][CH:3]1[CH2:7][C:8]1[CH:13]=[CH:12][C:11]([CH:14]([CH3:18])[C:15]([OH:17])=[S:16])=[CH:10][CH:9]=1. (2) Given the reactants [N+:1]([C:4]1[CH:41]=[CH:40][C:7]([C:8]([O:10][C@@:11]([C:18]2[N:19]=[N:20][N:21]([CH2:23][C:24]3[CH:33]=[C:32]4[C:27]([C:28]([C:36](=O)[CH2:37]Br)=[CH:29][C:30]([C:34]#[N:35])=[N:31]4)=[CH:26][CH:25]=3)[CH:22]=2)([C:14]([F:17])([F:16])[F:15])[CH2:12][CH3:13])=[O:9])=[CH:6][CH:5]=1)([O-:3])=[O:2].[C:42]([NH2:45])(=[S:44])[CH3:43], predict the reaction product. The product is: [N+:1]([C:4]1[CH:5]=[CH:6][C:7]([C:8]([O:10][C@@:11]([C:18]2[N:19]=[N:20][N:21]([CH2:23][C:24]3[CH:33]=[C:32]4[C:27]([C:28]([C:36]5[N:45]=[C:42]([CH3:43])[S:44][CH:37]=5)=[CH:29][C:30]([C:34]#[N:35])=[N:31]4)=[CH:26][CH:25]=3)[CH:22]=2)([C:14]([F:16])([F:17])[F:15])[CH2:12][CH3:13])=[O:9])=[CH:40][CH:41]=1)([O-:3])=[O:2]. (3) Given the reactants [CH:1]1([C:4]2[NH:8][C:7]3[CH:9]=[C:10]([C:23]4[C:24]([CH3:29])=[N:25][O:26][C:27]=4[CH3:28])[CH:11]=[C:12]([CH:13]([OH:22])[CH:14]4[CH:19]5[CH2:20][CH:16]([CH2:17][CH2:18]5)[C:15]4=[O:21])[C:6]=3[N:5]=2)[CH2:3][CH2:2]1.[BH4-].[Na+], predict the reaction product. The product is: [CH:1]1([C:4]2[NH:8][C:7]3[CH:9]=[C:10]([C:23]4[C:24]([CH3:29])=[N:25][O:26][C:27]=4[CH3:28])[CH:11]=[C:12]([CH:13]([OH:22])[CH:14]4[CH:19]5[CH2:20][CH:16]([CH2:17][CH2:18]5)[CH:15]4[OH:21])[C:6]=3[N:5]=2)[CH2:2][CH2:3]1. (4) Given the reactants C(OC([N:8]1[CH2:31][CH2:30][C:11]2[N:12]=[C:13]([C:16]3[CH:21]=[CH:20][C:19](OS(C(F)(F)F)(=O)=O)=[CH:18][CH:17]=3)[N:14]=[CH:15][C:10]=2[CH2:9]1)=O)(C)(C)C.[CH2:32]([O:36]C=C)[CH2:33]CC.C1(P(C2C=CC=CC=2)CCCP(C2C=CC=CC=2)C2C=CC=CC=2)C=CC=CC=1.C(OC=C)=C.Cl.C(=O)([O-])[O-].[Na+].[Na+], predict the reaction product. The product is: [N:12]1[C:11]2[CH2:30][CH2:31][NH:8][CH2:9][C:10]=2[CH:15]=[N:14][C:13]=1[C:16]1[CH:17]=[CH:18][C:19]([C:32](=[O:36])[CH3:33])=[CH:20][CH:21]=1. (5) Given the reactants [C:1]([C:3]1(C(O)=O)[CH:5]([C:6]2[CH:11]=[CH:10][CH:9]=[CH:8][CH:7]=2)[C:4]1([CH3:13])[CH3:12])#[N:2].[Li+].[Cl-].C([O-])(O)=O.[Na+].O, predict the reaction product. The product is: [CH3:12][C:4]1([CH3:13])[CH:5]([C:6]2[CH:11]=[CH:10][CH:9]=[CH:8][CH:7]=2)[CH:3]1[C:1]#[N:2]. (6) The product is: [Cl:23][C:24]1[C:25]([C:38]([NH:17][C:12]2[CH:13]=[CH:14][CH:15]=[C:16]3[C:11]=2[N:10]=[CH:9][CH:8]=[C:7]3[O:6][C:5]2[CH:18]=[CH:19][CH:20]=[C:3]([C:2]([F:1])([F:21])[F:22])[CH:4]=2)=[O:39])=[N:26][C:27]([CH2:30][NH:31][C:32](=[O:37])[C:33]([CH3:36])([CH3:34])[CH3:35])=[CH:28][CH:29]=1. Given the reactants [F:1][C:2]([F:22])([F:21])[C:3]1[CH:4]=[C:5]([CH:18]=[CH:19][CH:20]=1)[O:6][C:7]1[C:16]2[C:11](=[C:12]([NH2:17])[CH:13]=[CH:14][CH:15]=2)[N:10]=[CH:9][CH:8]=1.[Cl:23][C:24]1[C:25]([C:38](O)=[O:39])=[N:26][C:27]([CH2:30][NH:31][C:32](=[O:37])[C:33]([CH3:36])([CH3:35])[CH3:34])=[CH:28][CH:29]=1.C(Cl)(=O)C(Cl)=O.CCN(C(C)C)C(C)C, predict the reaction product. (7) Given the reactants C(O)(=O)C(O)=O.[CH2:7]([O:14][NH:15][CH:16]1[CH2:21][NH:20][C@H:19]([C:22]#[N:23])[CH2:18][CH2:17]1)[C:8]1[CH:13]=[CH:12][CH:11]=[CH:10][CH:9]=1.C(=O)(O)[O-].[Na+], predict the reaction product. The product is: [CH2:7]([O:14][NH:15][CH:16]1[CH2:21][NH:20][C@H:19]([C:22]#[N:23])[CH2:18][CH2:17]1)[C:8]1[CH:13]=[CH:12][CH:11]=[CH:10][CH:9]=1.